Dataset: Catalyst prediction with 721,799 reactions and 888 catalyst types from USPTO. Task: Predict which catalyst facilitates the given reaction. (1) Reactant: C[O:2][C:3]([C:5]1[CH:14]=[CH:13][C:12]2[C:7](=[CH:8][CH:9]=[C:10]([O:49][CH3:50])[C:11]=2[CH2:15][N:16]2[C:22](=[O:23])[C@@H:21]([NH:24][C:25](=[O:37])[C@@H:26]([N:28]([C:30]([O:32][C:33]([CH3:36])([CH3:35])[CH3:34])=[O:31])[CH3:29])[CH3:27])[CH2:20][N:19]([C:38](=[O:44])[CH2:39][CH2:40][CH2:41][CH2:42][NH2:43])[C:18]3[CH:45]=[CH:46][CH:47]=[CH:48][C:17]2=3)[CH:6]=1)=[O:4].[Li+].[OH-]. Product: [NH2:43][CH2:42][CH2:41][CH2:40][CH2:39][C:38]([N:19]1[CH2:20][C@H:21]([NH:24][C:25](=[O:37])[C@@H:26]([N:28]([C:30]([O:32][C:33]([CH3:36])([CH3:34])[CH3:35])=[O:31])[CH3:29])[CH3:27])[C:22](=[O:23])[N:16]([CH2:15][C:11]2[C:10]([O:49][CH3:50])=[CH:9][CH:8]=[C:7]3[C:12]=2[CH:13]=[CH:14][C:5]([C:3]([OH:4])=[O:2])=[CH:6]3)[C:17]2[CH:48]=[CH:47][CH:46]=[CH:45][C:18]1=2)=[O:44]. The catalyst class is: 24. (2) Reactant: [F:1][C:2]1[CH:3]=[C:4]([CH:40]=[C:41]([F:43])[CH:42]=1)[CH2:5][N:6]1[C:10]([Br:11])=[CH:9][N:8]=[C:7]1[CH:12]([NH:32][C:33](=[O:39])OC(C)(C)C)[CH2:13][C:14]1[CH:22]=[C:21]([CH3:23])[C:20]2[C:16](=[CH:17][N:18](COCC[Si](C)(C)C)[N:19]=2)[CH:15]=1.Cl.C(C1NC=CN=1)(C1NC=CN=1)=O.[NH:57]1[CH2:62][CH2:61][CH:60]([N:63]2[CH2:72][C:71]3[C:66](=[CH:67][CH:68]=[CH:69][CH:70]=3)[NH:65][C:64]2=[O:73])[CH2:59][CH2:58]1. Product: [F:1][C:2]1[CH:3]=[C:4]([CH:40]=[C:41]([F:43])[CH:42]=1)[CH2:5][N:6]1[C:10]([Br:11])=[CH:9][N:8]=[C:7]1[CH:12]([NH:32][C:33]([N:57]1[CH2:58][CH2:59][CH:60]([N:63]2[CH2:72][C:71]3[C:66](=[CH:67][CH:68]=[CH:69][CH:70]=3)[NH:65][C:64]2=[O:73])[CH2:61][CH2:62]1)=[O:39])[CH2:13][C:14]1[CH:22]=[C:21]([CH3:23])[C:20]2[C:16](=[CH:17][NH:18][N:19]=2)[CH:15]=1. The catalyst class is: 13. (3) Reactant: C([O:3][C:4](=O)[CH2:5][C:6]([OH:16])([C:9]1[CH:14]=[CH:13][C:12]([Br:15])=[CH:11][CH:10]=1)[CH2:7][CH3:8])C.[NH3:18]. Product: [OH:16][C:6]([C:9]1[CH:14]=[CH:13][C:12]([Br:15])=[CH:11][CH:10]=1)([CH2:7][CH3:8])[CH2:5][C:4]([NH2:18])=[O:3]. The catalyst class is: 8.